Dataset: Reaction yield outcomes from USPTO patents with 853,638 reactions. Task: Predict the reaction yield, written as a fraction of the theoretical maximum amount of product (1.0 means a 100% yield; for example, 0.34 means a 34% yield). (1) The reactants are [Cl:1][C:2]1[CH:7]=[CH:6][C:5]([CH2:8][CH2:9][NH2:10])=[CH:4][CH:3]=1.S([O-])([O-])(=O)=O.[Na+].[Na+].[CH3:18][N:19]1[CH:23]=[CH:22][N:21]=[C:20]1[CH:24]=O.[BH4-].[Na+]. The catalyst is CO. The product is [Cl:1][C:2]1[CH:7]=[CH:6][C:5]([CH2:8][CH2:9][NH:10][CH2:24][C:20]2[N:19]([CH3:18])[CH:23]=[CH:22][N:21]=2)=[CH:4][CH:3]=1. The yield is 0.960. (2) The reactants are [F:1][C:2]1[CH:16]=[C:15](F)[C:14]([F:18])=[CH:13][C:3]=1[C:4]([NH:6][C@@H:7]([CH3:12])[C:8]([F:11])([F:10])[F:9])=[O:5].Cl.[NH:20]1[CH2:23][CH:22]([OH:24])[CH2:21]1.N12CCCN=C1CCCCC2. The catalyst is C(#N)C.CCOC(C)=O. The product is [F:1][C:2]1[CH:16]=[C:15]([N:20]2[CH2:23][CH:22]([OH:24])[CH2:21]2)[C:14]([F:18])=[CH:13][C:3]=1[C:4]([NH:6][C@@H:7]([CH3:12])[C:8]([F:11])([F:10])[F:9])=[O:5]. The yield is 0.918. (3) The product is [O:25]=[C:19]1[CH:18]([N:12]2[CH2:11][C:10]3[C:14](=[CH:15][CH:16]=[C:8]([CH2:7][NH:6][C:31]([NH:33][C:34]4[CH:35]=[CH:51][C:50]([CH3:53])=[C:49]([OH:3])[CH:48]=4)=[O:32])[CH:9]=3)[C:13]2=[O:17])[CH2:23][CH2:22][C:21](=[O:24])[NH:20]1. The reactants are CS(O)(=O)=[O:3].[NH2:6][CH2:7][C:8]1[CH:9]=[C:10]2[C:14](=[CH:15][CH:16]=1)[C:13](=[O:17])[N:12]([CH:18]1[CH2:23][CH2:22][C:21](=[O:24])[NH:20][C:19]1=[O:25])[CH2:11]2.C1N=CN([C:31]([N:33]2C=N[CH:35]=[CH:34]2)=[O:32])C=1.[Si](ONC1C=[CH:51][C:50]([CH3:53])=[CH:49][CH:48]=1)(C(C)(C)C)(C)C. The catalyst is CN(C=O)C. The yield is 0.460. (4) The reactants are [C:11]1([O:10]P(Cl)([O:10][C:11]2[CH:16]=[CH:15][CH:14]=[CH:13][CH:12]=2)=O)[CH:16]=[CH:15][CH:14]=[CH:13][CH:12]=1.C(N([CH2:23][CH3:24])CC)C.[NH2:25][CH:26]1[CH:31]2[CH2:32][CH2:33][N:28]([CH2:29][CH2:30]2)[CH:27]1[CH2:34][C:35]1[CH:36]=[N:37][CH:38]=[CH:39][CH:40]=1.[OH-:41].[Na+].Cl[CH2:44]Cl. No catalyst specified. The product is [N:37]1[CH:38]=[CH:39][CH:40]=[C:35]([CH2:34][CH:27]2[CH:26]([NH:25][C:44]([C:23]3[O:10][C:11]4[CH:12]=[CH:13][CH:14]=[CH:15][C:16]=4[CH:24]=3)=[O:41])[CH:31]3[CH2:30][CH2:29][N:28]2[CH2:33][CH2:32]3)[CH:36]=1. The yield is 0.420. (5) The reactants are [CH2:1]([C:5]1[CH:28]=[CH:27][C:8]([C:9]([N:11]2[CH2:16][CH2:15][CH:14]([N:17]3[C:21]4[CH:22]=[CH:23][CH:24]=[CH:25][C:20]=4[NH:19][C:18]3=[O:26])[CH2:13][CH2:12]2)=[O:10])=[CH:7][CH:6]=1)[CH2:2][CH2:3][CH3:4].[CH2:29](Br)[CH:30]=[CH2:31].C(=O)([O-])[O-].[Cs+].[Cs+].CN(C)C=O. The catalyst is O. The product is [CH2:31]([N:19]1[C:20]2[CH:25]=[CH:24][CH:23]=[CH:22][C:21]=2[N:17]([CH:14]2[CH2:15][CH2:16][N:11]([C:9](=[O:10])[C:8]3[CH:7]=[CH:6][C:5]([CH2:1][CH2:2][CH2:3][CH3:4])=[CH:28][CH:27]=3)[CH2:12][CH2:13]2)[C:18]1=[O:26])[CH:30]=[CH2:29]. The yield is 0.660. (6) The reactants are [C:1]([C:3]1[N:8]=[C:7]([CH2:9][CH2:10][NH:11][C:12](=[O:18])[O:13][C:14]([CH3:17])([CH3:16])[CH3:15])[CH:6]=[CH:5][CH:4]=1)#[N:2].[C:19](OC)(=[O:27])[C:20]1[C:21](=[CH:23][CH:24]=[CH:25][CH:26]=1)[SH:22].C(N(CC)CC)C. The catalyst is C1(C)C=CC=CC=1. The product is [O:27]=[C:19]1[C:20]2[CH:26]=[CH:25][CH:24]=[CH:23][C:21]=2[S:22][C:1]([C:3]2[N:8]=[C:7]([CH2:9][CH2:10][NH:11][C:12](=[O:18])[O:13][C:14]([CH3:15])([CH3:17])[CH3:16])[CH:6]=[CH:5][CH:4]=2)=[N:2]1. The yield is 0.640. (7) The reactants are [CH:1]1([N:5]2[C:13]3[C:8](=[CH:9][CH:10]=[C:11]([O:14][CH3:15])[CH:12]=3)[CH:7]=[C:6]2[C:16]2[CH:21]=[CH:20][C:19]([N+:22]([O-])=O)=[CH:18][CH:17]=2)[CH2:4][CH2:3][CH2:2]1.[Cl-].[NH4+]. The catalyst is [Fe].CCO.O. The product is [CH:1]1([N:5]2[C:13]3[C:8](=[CH:9][CH:10]=[C:11]([O:14][CH3:15])[CH:12]=3)[CH:7]=[C:6]2[C:16]2[CH:17]=[CH:18][C:19]([NH2:22])=[CH:20][CH:21]=2)[CH2:4][CH2:3][CH2:2]1. The yield is 0.750. (8) The reactants are [C:1]([O:5][C:6]([N:8]1[CH2:13][CH2:12][NH:11][CH2:10][CH2:9]1)=[O:7])([CH3:4])([CH3:3])[CH3:2].CCN(CC)CC.[CH:21]([N:24]1[C:28]([C:29]2[N:38]=[C:37]3[N:31]([CH2:32][CH2:33][O:34][C:35]4[CH:42]=[CH:41][C:40]([S:43](Cl)(=[O:45])=[O:44])=[CH:39][C:36]=43)[CH:30]=2)=[N:27][CH:26]=[N:25]1)([CH3:23])[CH3:22]. The catalyst is C(Cl)Cl. The product is [C:1]([O:5][C:6]([N:8]1[CH2:13][CH2:12][N:11]([S:43]([C:40]2[CH:41]=[CH:42][C:35]3[O:34][CH2:33][CH2:32][N:31]4[C:37](=[N:38][C:29]([C:28]5[N:24]([CH:21]([CH3:22])[CH3:23])[N:25]=[CH:26][N:27]=5)=[CH:30]4)[C:36]=3[CH:39]=2)(=[O:45])=[O:44])[CH2:10][CH2:9]1)=[O:7])([CH3:4])([CH3:2])[CH3:3]. The yield is 0.930. (9) The reactants are [CH3:1][O:2][C:3]1[CH:4]=[C:5]2[C:10](=[CH:11][CH:12]=1)[CH:9]=[C:8]([OH:13])[CH:7]=[CH:6]2.C1C(=O)N([Cl:21])C(=O)C1.CCOC(C)=O. The catalyst is CN(C=O)C. The product is [Cl:21][C:9]1[C:10]2[C:5](=[CH:4][C:3]([O:2][CH3:1])=[CH:12][CH:11]=2)[CH:6]=[CH:7][C:8]=1[OH:13]. The yield is 0.870. (10) The reactants are [C:1]([O:4][C@@H:5]1[C@@H:10]([O:11][C:12](=[O:14])[CH3:13])[C@H:9]([O:15][C:16](=[O:18])[CH3:17])[C@@H:8]([O:19]/[C:20](/[C:29]([O:31][CH2:32]C)=[O:30])=[CH:21]\[C:22]2[CH:27]=[CH:26][CH:25]=[CH:24][C:23]=2F)[O:7][C@H:6]1[CH2:34][O:35][C:36](=[O:38])[CH3:37])(=[O:3])[CH3:2].[Br:39]C1C=CC(CC(=O)C(OC)=O)=CC=1.[H-].[Na+].[Br-].C(O[C@@H]1[C@@H](OC(=O)C)[C@H](OC(=O)C)[C@@H](COC(=O)C)O[C@@H]1O)(=O)C. No catalyst specified. The product is [C:1]([O:4][C@@H:5]1[C@@H:10]([O:11][C:12](=[O:14])[CH3:13])[C@H:9]([O:15][C:16](=[O:18])[CH3:17])[C@@H:8]([O:19]/[C:20](/[C:29]([O:31][CH3:32])=[O:30])=[CH:21]\[C:22]2[CH:27]=[CH:26][C:25]([Br:39])=[CH:24][CH:23]=2)[O:7][C@H:6]1[CH2:34][O:35][C:36](=[O:38])[CH3:37])(=[O:3])[CH3:2]. The yield is 0.340.